This data is from Full USPTO retrosynthesis dataset with 1.9M reactions from patents (1976-2016). The task is: Predict the reactants needed to synthesize the given product. (1) The reactants are: [C:1]1([N:11]=[C:12]=[O:13])[C:10]2[C:5](=[CH:6][CH:7]=[CH:8][CH:9]=2)[CH:4]=[CH:3][CH:2]=1.[NH:14]1[CH2:19][CH2:18][CH:17]([CH2:20][CH2:21][CH2:22][CH2:23][NH:24][C:25](=[O:34])[CH2:26][CH2:27][C:28]2[CH:29]=[N:30][CH:31]=[CH:32][CH:33]=2)[CH2:16][CH2:15]1. Given the product [C:1]1([NH:11][C:12]([N:14]2[CH2:19][CH2:18][CH:17]([CH2:20][CH2:21][CH2:22][CH2:23][NH:24][C:25](=[O:34])[CH2:26][CH2:27][C:28]3[CH:29]=[N:30][CH:31]=[CH:32][CH:33]=3)[CH2:16][CH2:15]2)=[O:13])[C:10]2[C:5](=[CH:6][CH:7]=[CH:8][CH:9]=2)[CH:4]=[CH:3][CH:2]=1, predict the reactants needed to synthesize it. (2) Given the product [Cl:27][C:24]1[CH:25]=[CH:26][C:21]([CH:8]([C:5]2[CH:6]=[CH:7][C:2]([C:35]3[CH:36]=[CH:37][C:32]([C:29]([OH:31])=[O:30])=[CH:33][CH:34]=3)=[CH:3][CH:4]=2)[CH2:9]/[C:10](=[N:11]\[OH:12])/[C:13]2[CH:14]=[CH:15][C:16](=[O:20])[N:17]([CH3:19])[CH:18]=2)=[C:22]([F:28])[CH:23]=1, predict the reactants needed to synthesize it. The reactants are: Br[C:2]1[CH:7]=[CH:6][C:5]([CH:8]([C:21]2[CH:26]=[CH:25][C:24]([Cl:27])=[CH:23][C:22]=2[F:28])[CH2:9]/[C:10](/[C:13]2[CH:14]=[CH:15][C:16](=[O:20])[N:17]([CH3:19])[CH:18]=2)=[N:11]\[OH:12])=[CH:4][CH:3]=1.[C:29]([C:32]1[CH:37]=[CH:36][C:35](B(O)O)=[CH:34][CH:33]=1)([OH:31])=[O:30].O.C(=O)([O-])[O-].[Na+].[Na+]. (3) Given the product [F:30][C:25]1[CH:26]=[CH:27][CH:28]=[C:29]2[C:24]=1[NH:23][C:22](=[O:31])[CH:21]=[C:20]2[CH2:19][N:5]1[C:6]2[CH:11]=[CH:10][CH:9]=[CH:8][C:7]=2[N:3]=[C:4]1[C:12]1[S:13][CH:14]=[N:42][C:35]=1[CH3:37], predict the reactants needed to synthesize it. The reactants are: [H-].[Na+].[NH:3]1[C:7]2[CH:8]=[CH:9][CH:10]=[CH:11][C:6]=2[N:5]=[C:4]1[C:12]1[S:13][CH:14]=C(C)N=1.Br[CH2:19][C:20]1[C:29]2[C:24](=[C:25]([F:30])[CH:26]=[CH:27][CH:28]=2)[NH:23][C:22](=[O:31])[CH:21]=1.CCO[C:35]([CH3:37])=O.[Cl-].[Na+].O.C[N:42](C=O)C. (4) Given the product [Cl:1][C:2]1[CH:3]=[CH:4][C:5]([C:20]([N:22]2[C@H:31]([CH3:32])[CH2:30][C:29]3[C:24](=[CH:25][CH:26]=[CH:27][CH:28]=3)[CH2:23]2)=[O:21])=[C:6]([C:8]2[N:12]([CH3:13])[C:11]([CH3:14])=[C:10]([C:15]([OH:17])=[O:16])[CH:9]=2)[CH:7]=1, predict the reactants needed to synthesize it. The reactants are: [Cl:1][C:2]1[CH:3]=[CH:4][C:5]([C:20]([N:22]2[C@H:31]([CH3:32])[CH2:30][C:29]3[C:24](=[CH:25][CH:26]=[CH:27][CH:28]=3)[CH2:23]2)=[O:21])=[C:6]([C:8]2[N:12]([CH3:13])[C:11]([CH3:14])=[C:10]([C:15]([O:17]CC)=[O:16])[CH:9]=2)[CH:7]=1.[Li+].[OH-].[NH4+].[Cl-]. (5) Given the product [C:2]([O:1][C@H:2]1[O:8][C@@H:7]([CH2:9][O:10][C:16](=[O:18])[CH3:17])[C@H:5]([O:6][C:24](=[O:27])[CH3:25])[C@@H:3]1[O:4][C:5](=[O:6])[CH3:7])(=[O:1])[CH3:3], predict the reactants needed to synthesize it. The reactants are: [O:1]=[CH:2][C@H:3]([C@H:5]([C@H:7]([CH2:9][OH:10])[OH:8])[OH:6])[OH:4].Cl.C(O[C:16](=[O:18])[CH3:17])(=O)C.S(=O)(=O)(O)O.[C:24]([OH:27])(=O)[CH3:25].